The task is: Predict the product of the given reaction.. This data is from Forward reaction prediction with 1.9M reactions from USPTO patents (1976-2016). (1) Given the reactants [CH3:1][N:2]1[C:6]2=[N:7][CH:8]=[CH:9][CH:10]=[C:5]2[N:4]=[C:3]1S(C)(=O)=O.[CH2:15]([N:17]1[C:25]2[C:20](=[N:21][CH:22]=[C:23]([CH3:26])[CH:24]=2)[N:19]([C:27]2[CH:32]=[CH:31][C:30]([OH:33])=[CH:29][CH:28]=2)[C:18]1=[O:34])[CH3:16].[H-].[Na+], predict the reaction product. The product is: [CH2:15]([N:17]1[C:25]2[C:20](=[N:21][CH:22]=[C:23]([CH3:26])[CH:24]=2)[N:19]([C:27]2[CH:32]=[CH:31][C:30]([O:33][C:3]3[N:2]([CH3:1])[C:6]4=[N:7][CH:8]=[CH:9][CH:10]=[C:5]4[N:4]=3)=[CH:29][CH:28]=2)[C:18]1=[O:34])[CH3:16]. (2) Given the reactants [CH3:1][O:2][C:3]1[CH:8]=[CH:7][C:6]([NH:9][C:10](=[O:25])[CH:11]=[CH:12][C:13]2[CH:18]=[C:17]([O:19][CH3:20])[C:16]([O:21][CH3:22])=[C:15]([O:23][CH3:24])[CH:14]=2)=[CH:5][C:4]=1[N+:26]([O-])=O.S(S([O-])=O)([O-])=O.[Na+].[Na+].O.C(OCC)(=O)C, predict the reaction product. The product is: [CH3:1][O:2][C:3]1[CH:8]=[CH:7][C:6]([NH:9][C:10](=[O:25])/[CH:11]=[CH:12]/[C:13]2[CH:18]=[C:17]([O:19][CH3:20])[C:16]([O:21][CH3:22])=[C:15]([O:23][CH3:24])[CH:14]=2)=[CH:5][C:4]=1[NH2:26]. (3) Given the reactants [I:1][C:2]1[CH:10]=[CH:9][C:5]([C:6]([OH:8])=O)=[CH:4][CH:3]=1.C(N1C=CN=C1)(N1C=CN=C1)=O.[N:23]1([C:29]([O:31][C:32]([CH3:35])([CH3:34])[CH3:33])=[O:30])[CH2:28][CH2:27][NH:26][CH2:25][CH2:24]1, predict the reaction product. The product is: [I:1][C:2]1[CH:3]=[CH:4][C:5]([C:6]([N:26]2[CH2:25][CH2:24][N:23]([C:29]([O:31][C:32]([CH3:35])([CH3:34])[CH3:33])=[O:30])[CH2:28][CH2:27]2)=[O:8])=[CH:9][CH:10]=1. (4) Given the reactants [F:1][C:2]1[CH:7]=[CH:6][C:5]([CH:8]2[C:17]([CH3:19])(O)[C:16]3[C:11](=[CH:12][C:13]([O:20]C4CCCCO4)=[CH:14][CH:15]=3)[O:10][CH:9]2[C:27]2[CH:32]=[CH:31][C:30]([I:33])=[CH:29][CH:28]=2)=[CH:4][CH:3]=1.CC(O)=O, predict the reaction product. The product is: [F:1][C:2]1[CH:7]=[CH:6][C:5]([C:8]2[CH:9]([C:27]3[CH:28]=[CH:29][C:30]([I:33])=[CH:31][CH:32]=3)[O:10][C:11]3[C:16]([C:17]=2[CH3:19])=[CH:15][CH:14]=[C:13]([OH:20])[CH:12]=3)=[CH:4][CH:3]=1. (5) Given the reactants [F:1][C:2]1[CH:11]=[C:10]2[C:5]([C:6]([CH2:13][C:14]([N:16]3[CH2:21][CH2:20][N:19]([C:22]4[C:27]5[CH:28]=[CH:29][S:30][C:26]=5[CH:25]=[CH:24][N:23]=4)[CH2:18][CH2:17]3)=O)=[CH:7][C:8](=[O:12])[NH:9]2)=[CH:4][CH:3]=1.[H-].[Al+3].[Li+].[H-].[H-].[H-].O.[OH-].[Na+], predict the reaction product. The product is: [F:1][C:2]1[CH:11]=[C:10]2[C:5]([C:6]([CH2:13][CH2:14][N:16]3[CH2:21][CH2:20][N:19]([C:22]4[C:27]5[CH:28]=[CH:29][S:30][C:26]=5[CH:25]=[CH:24][N:23]=4)[CH2:18][CH2:17]3)=[CH:7][C:8](=[O:12])[NH:9]2)=[CH:4][CH:3]=1. (6) Given the reactants [CH3:1][O:2][C:3]1[CH:25]=[CH:24][C:6]([CH2:7][N:8]2[CH2:14][C:13]3[CH:15]=[C:16]([C:19]([O:21][CH3:22])=[O:20])[CH:17]=[CH:18][C:12]=3[NH:11][C:10](=O)[CH2:9]2)=[CH:5][CH:4]=1.CO, predict the reaction product. The product is: [CH3:1][O:2][C:3]1[CH:4]=[CH:5][C:6]([CH2:7][N:8]2[CH2:14][C:13]3[CH:15]=[C:16]([C:19]([O:21][CH3:22])=[O:20])[CH:17]=[CH:18][C:12]=3[NH:11][CH2:10][CH2:9]2)=[CH:24][CH:25]=1. (7) Given the reactants [Br:1][C:2]1[CH:11]=[CH:10][C:9]2[O:8][CH2:7][C:6]3[CH:12]=[C:13]([C:15](Cl)=[O:16])[S:14][C:5]=3[C:4]=2[CH:3]=1.[F:18][C:19]1[CH:25]=[C:24]([F:26])[CH:23]=[CH:22][C:20]=1[NH2:21], predict the reaction product. The product is: [Br:1][C:2]1[CH:11]=[CH:10][C:9]2[O:8][CH2:7][C:6]3[CH:12]=[C:13]([C:15]([NH:21][C:20]4[CH:22]=[CH:23][C:24]([F:26])=[CH:25][C:19]=4[F:18])=[O:16])[S:14][C:5]=3[C:4]=2[CH:3]=1. (8) Given the reactants [F:1][C:2]([F:17])([F:16])[C:3]1[C:11]2[CH2:10][CH2:9][CH2:8][CH2:7][C:6]=2[N:5]([CH2:12][C:13]([OH:15])=O)[N:4]=1.[NH2:18][C:19]1[CH:24]=[CH:23][N:22]=[CH:21][CH:20]=1.CN(C(ON1N=NC2C=CC=NC1=2)=[N+](C)C)C.F[P-](F)(F)(F)(F)F.O, predict the reaction product. The product is: [N:22]1[CH:23]=[CH:24][C:19]([NH:18][C:13](=[O:15])[CH2:12][N:5]2[C:6]3[CH2:7][CH2:8][CH2:9][CH2:10][C:11]=3[C:3]([C:2]([F:1])([F:17])[F:16])=[N:4]2)=[CH:20][CH:21]=1. (9) Given the reactants Br[C:2]1[CH:7]=[CH:6][C:5]([C:8]2[C:9]([C:22]([O:24][CH2:25][CH3:26])=[O:23])=[CH:10][N:11]([CH2:13][C:14]3[CH:19]=[CH:18][CH:17]=[C:16]([C:20]#[N:21])[CH:15]=3)[CH:12]=2)=[CH:4][CH:3]=1.[C:27]([NH:31][S:32]([C:35]1[CH:40]=[CH:39][CH:38]=[CH:37][C:36]=1B(O)O)(=[O:34])=[O:33])([CH3:30])([CH3:29])[CH3:28], predict the reaction product. The product is: [C:27]([NH:31][S:32]([C:35]1[CH:40]=[CH:39][CH:38]=[CH:37][C:36]=1[C:2]1[CH:7]=[CH:6][C:5]([C:8]2[C:9]([C:22]([O:24][CH2:25][CH3:26])=[O:23])=[CH:10][N:11]([CH2:13][C:14]3[CH:19]=[CH:18][CH:17]=[C:16]([C:20]#[N:21])[CH:15]=3)[CH:12]=2)=[CH:4][CH:3]=1)(=[O:34])=[O:33])([CH3:30])([CH3:28])[CH3:29]. (10) Given the reactants [NH:1]1[C:9]2[C:4](=[CH:5][C:6]([C:10]([OH:12])=[O:11])=[CH:7][CH:8]=2)[CH:3]=[CH:2]1.[N+](=[CH2:15])=[N-], predict the reaction product. The product is: [CH3:15][O:11][C:10]([C:6]1[CH:5]=[C:4]2[C:9](=[CH:8][CH:7]=1)[NH:1][CH:2]=[CH:3]2)=[O:12].